From a dataset of Full USPTO retrosynthesis dataset with 1.9M reactions from patents (1976-2016). Predict the reactants needed to synthesize the given product. Given the product [Cl:22][C:17]1[CH:16]=[C:15]([NH:14][C:5]2[C:4]3[C:9](=[CH:10][CH:11]=[C:2]([NH:1][CH2:37][C:25]4[N:26]=[CH:27][N:28]([CH2:29][CH2:30][N:31]5[CH2:32][CH2:33][O:34][CH2:35][CH2:36]5)[C:24]=4[CH3:23])[CH:3]=3)[N:8]=[CH:7][C:6]=2[C:12]#[N:13])[CH:20]=[CH:19][C:18]=1[F:21], predict the reactants needed to synthesize it. The reactants are: [NH2:1][C:2]1[CH:3]=[C:4]2[C:9](=[CH:10][CH:11]=1)[N:8]=[CH:7][C:6]([C:12]#[N:13])=[C:5]2[NH:14][C:15]1[CH:20]=[CH:19][C:18]([F:21])=[C:17]([Cl:22])[CH:16]=1.[CH3:23][C:24]1[N:28]([CH2:29][CH2:30][N:31]2[CH2:36][CH2:35][O:34][CH2:33][CH2:32]2)[CH:27]=[N:26][C:25]=1[CH:37]=O.[BH3-]C#N.[Na+].